Predict the reaction yield, written as a fraction of the theoretical maximum amount of product (1.0 means a 100% yield; for example, 0.34 means a 34% yield). From a dataset of Reaction yield outcomes from USPTO patents with 853,638 reactions. (1) The reactants are [Br:1][C:2]1[N:7]=[CH:6][C:5]([NH:8][CH3:9])=[C:4]([N+:10]([O-])=O)[CH:3]=1.O.NN. The catalyst is CO.[Ni]. The product is [Br:1][C:2]1[N:7]=[CH:6][C:5]([NH:8][CH3:9])=[C:4]([NH2:10])[CH:3]=1. The yield is 0.630. (2) The product is [Cl:1][C:2]1[CH:3]=[CH:4][C:5]([C:8]2([C:12]([N:14]3[CH2:20][CH2:19][CH2:18][CH2:17][CH:16]([CH2:21][O:22][C:47]4[CH:48]=[CH:49][C:44]([C:43]([F:52])([F:51])[F:42])=[CH:45][CH:46]=4)[CH2:15]3)=[O:13])[CH2:11][CH2:10][CH2:9]2)=[CH:6][CH:7]=1. The catalyst is O1CCCC1.C(OCC)(=O)C. The yield is 0.260. The reactants are [Cl:1][C:2]1[CH:7]=[CH:6][C:5]([C:8]2([C:12]([N:14]3[CH2:20][CH2:19][CH2:18][CH2:17][CH:16]([CH2:21][OH:22])[CH2:15]3)=[O:13])[CH2:11][CH2:10][CH2:9]2)=[CH:4][CH:3]=1.C1(P(C2C=CC=CC=2)C2C=CC=CC=2)C=CC=CC=1.[F:42][C:43]([F:52])([F:51])[C:44]1[CH:49]=[CH:48][C:47](O)=[CH:46][CH:45]=1.N(C(OCC)=O)=NC(OCC)=O.[OH-].[Na+]. (3) The yield is 0.530. The reactants are Cl[C:2]1[N:7]=[C:6]([C:8]2[CH:9]=[N:10][N:11]3[CH:16]=[CH:15][CH:14]=[CH:13][C:12]=23)[CH:5]=[CH:4][N:3]=1.[F:17][C:18]1[C:24]([N+:25]([O-:27])=[O:26])=[CH:23][C:21]([NH2:22])=[C:20]([O:28][CH3:29])[CH:19]=1.O.C1(C)C=CC(S(O)(=O)=O)=CC=1.CC(O)CCC. The product is [F:17][C:18]1[C:24]([N+:25]([O-:27])=[O:26])=[CH:23][C:21]([NH:22][C:2]2[N:7]=[C:6]([C:8]3[CH:9]=[N:10][N:11]4[CH:16]=[CH:15][CH:14]=[CH:13][C:12]=34)[CH:5]=[CH:4][N:3]=2)=[C:20]([O:28][CH3:29])[CH:19]=1. The catalyst is C(Cl)Cl. (4) The reactants are [F:1][C:2]1[CH:10]=[C:9]([C:11]2[C:15]3[CH:16]=[C:17]([C:20]4[O:21][C:22]([CH3:25])=[N:23][N:24]=4)[CH:18]=[CH:19][C:14]=3[O:13][CH:12]=2)[CH:8]=[CH:7][C:3]=1[C:4](O)=[O:5].[NH:26]1[CH2:30][CH2:29][CH2:28][CH2:27]1. No catalyst specified. The product is [F:1][C:2]1[CH:10]=[C:9]([C:11]2[C:15]3[CH:16]=[C:17]([C:20]4[O:21][C:22]([CH3:25])=[N:23][N:24]=4)[CH:18]=[CH:19][C:14]=3[O:13][CH:12]=2)[CH:8]=[CH:7][C:3]=1[C:4]([N:26]1[CH2:30][CH2:29][CH2:28][CH2:27]1)=[O:5]. The yield is 0.530. (5) The reactants are [Br:1][C:2]1[CH:14]=[CH:13][C:12]2[C:11]3[C:6](=[CH:7][C:8]([Br:15])=[CH:9][CH:10]=3)[CH2:5][C:4]=2[CH:3]=1.[CH2:16]([Li])CCC.CI.ClCCl. The catalyst is C1COCC1.O. The product is [Br:1][C:2]1[CH:14]=[CH:13][C:12]2[C:11]3[C:6](=[CH:7][C:8]([Br:15])=[CH:9][CH:10]=3)[CH:5]([CH3:16])[C:4]=2[CH:3]=1. The yield is 0.700. (6) The reactants are [CH2:1]([C@@H:7]1[CH2:9][O:8]1)[CH2:2][CH2:3][CH2:4][CH2:5][CH3:6].O1CCCC1.[CH2:15]([Mg]Cl)[CH3:16].[S:19](Cl)([C:22]1[CH:28]=[CH:27][C:25]([CH3:26])=[CH:24][CH:23]=1)(=[O:21])=[O:20].S(=O)(=O)(O)O. The catalyst is O1CCCC1.[Cl-].[Na+].C(OCC)(=O)C. The product is [CH3:26][C:25]1[CH:27]=[CH:28][C:22]([S:19]([O:8][C@@H:7]([CH2:9][CH2:15][CH3:16])[CH2:1][CH2:2][CH2:3][CH2:4][CH2:5][CH3:6])(=[O:21])=[O:20])=[CH:23][CH:24]=1. The yield is 0.890. (7) The reactants are Cl[C:2]1[CH:33]=[CH:32][C:5]([C:6]([NH:8][C:9]2[CH:14]=[C:13]([C:15]([N:17]3[CH2:22][CH:21]4[CH:19]([CH:20]4[C:23]4[CH:28]=[CH:27][C:26]([O:29][CH3:30])=[CH:25][CH:24]=4)[CH2:18]3)=[O:16])[CH:12]=[CH:11][C:10]=2[CH3:31])=[O:7])=[CH:4][N:3]=1.[CH:34]([NH2:37])([CH3:36])[CH3:35].C([O-])(O)=O.[Na+]. The catalyst is CS(C)=O. The product is [CH:34]([NH:37][C:2]1[CH:33]=[CH:32][C:5]([C:6]([NH:8][C:9]2[CH:14]=[C:13]([C:15]([N:17]3[CH2:18][CH:19]4[CH:21]([CH:20]4[C:23]4[CH:28]=[CH:27][C:26]([O:29][CH3:30])=[CH:25][CH:24]=4)[CH2:22]3)=[O:16])[CH:12]=[CH:11][C:10]=2[CH3:31])=[O:7])=[CH:4][N:3]=1)([CH3:36])[CH3:35]. The yield is 0.360. (8) The yield is 0.810. The product is [CH3:24][C:12]1[C:13]([C:15]2[CH:16]=[CH:17][C:18]([C:21]([NH:36][CH2:35][C:34]3[CH:37]=[CH:38][CH:39]=[C:32]([CH2:31][N:25]4[CH2:30][CH2:29][O:28][CH2:27][CH2:26]4)[CH:33]=3)=[O:23])=[CH:19][CH:20]=2)=[CH:14][C:9]([NH:8][C:6]([C:3]2[CH:4]=[CH:5][O:1][CH:2]=2)=[O:7])=[CH:10][CH:11]=1. The reactants are [O:1]1[CH:5]=[CH:4][C:3]([C:6]([NH:8][C:9]2[CH:10]=[CH:11][C:12]([CH3:24])=[C:13]([C:15]3[CH:20]=[CH:19][C:18]([C:21]([OH:23])=O)=[CH:17][CH:16]=3)[CH:14]=2)=[O:7])=[CH:2]1.[N:25]1([CH2:31][C:32]2[CH:33]=[C:34]([CH:37]=[CH:38][CH:39]=2)[CH2:35][NH2:36])[CH2:30][CH2:29][O:28][CH2:27][CH2:26]1.CN(C(ON1N=NC2C=CC=NC1=2)=[N+](C)C)C.F[P-](F)(F)(F)(F)F.C1C=CC2N(O)N=NC=2C=1.CCN(C(C)C)C(C)C. The catalyst is CN(C=O)C.C(OCC)(=O)C.